From a dataset of Full USPTO retrosynthesis dataset with 1.9M reactions from patents (1976-2016). Predict the reactants needed to synthesize the given product. (1) Given the product [C:13]([O:16][C@@H:17]1[C@@H:22]([O:23][C:24](=[O:26])[CH3:25])[C@H:21]([O:27][C:28](=[O:30])[CH3:29])[C@@H:20]([S:31][CH3:32])[O:19][C@H:18]1[C:33]1[CH:38]=[CH:37][C:36]([CH3:39])=[C:35]([CH2:40][C:41]2[CH:42]=[CH:43][C:44]([CH2:47][CH2:48][CH2:49][CH2:50][O:51][S:2]([CH3:1])(=[O:4])=[O:3])=[CH:45][CH:46]=2)[CH:34]=1)(=[O:15])[CH3:14], predict the reactants needed to synthesize it. The reactants are: [CH3:1][S:2](Cl)(=[O:4])=[O:3].C(N(CC)CC)C.[C:13]([O:16][C@@H:17]1[C@@H:22]([O:23][C:24](=[O:26])[CH3:25])[C@H:21]([O:27][C:28](=[O:30])[CH3:29])[C@@H:20]([S:31][CH3:32])[O:19][C@H:18]1[C:33]1[CH:38]=[CH:37][C:36]([CH3:39])=[C:35]([CH2:40][C:41]2[CH:46]=[CH:45][C:44]([CH2:47][CH2:48][CH2:49][CH2:50][OH:51])=[CH:43][CH:42]=2)[CH:34]=1)(=[O:15])[CH3:14]. (2) Given the product [ClH:43].[NH2:28][C@@H:24]1[CH2:25][CH2:26][CH2:27][N:22]([C:3]2[C:2]([Br:1])=[CH:7][N:6]=[C:5]3[NH:8][CH:9]=[C:10]([NH:11][C:12](=[O:21])[C:13]4[CH:18]=[C:17]([CH3:19])[CH:16]=[CH:15][C:14]=4[F:20])[C:4]=23)[CH2:23]1, predict the reactants needed to synthesize it. The reactants are: [Br:1][C:2]1[C:3]([N:22]2[CH2:27][CH2:26][CH2:25][C@@H:24]([NH:28]C(=O)OC(C)(C)C)[CH2:23]2)=[C:4]2[C:10]([NH:11][C:12](=[O:21])[C:13]3[CH:18]=[C:17]([CH3:19])[CH:16]=[CH:15][C:14]=3[F:20])=[CH:9][NH:8][C:5]2=[N:6][CH:7]=1.C(O)(C(F)(F)F)=O.[ClH:43]. (3) Given the product [N+:1]([C:4]1[C:5]([CH:10]=[C:31]2[CH2:32][CH2:33][N:28]([C:21]([O:23][C:24]([CH3:27])([CH3:26])[CH3:25])=[O:22])[CH2:29][CH2:30]2)=[N:6][CH:7]=[CH:8][CH:9]=1)([O-:3])=[O:2], predict the reactants needed to synthesize it. The reactants are: [N+:1]([C:4]1[C:5]([CH2:10]P(=O)(OCC)OCC)=[N:6][CH:7]=[CH:8][CH:9]=1)([O-:3])=[O:2].[H-].[Na+].[C:21]([N:28]1[CH2:33][CH2:32][CH2:31][CH2:30][CH2:29]1)([O:23][C:24]([CH3:27])([CH3:26])[CH3:25])=[O:22]. (4) Given the product [NH2:15][C:9]1[N:8]=[C:7]([O:16][CH2:17][CH2:18][CH2:19][CH3:20])[N:6]=[C:5]2[C:10]=1[N:11]=[C:12]([O:13][CH3:14])[N:4]2[CH2:3][CH2:2][N:31]1[CH2:30][CH2:29][CH:28]([NH:27][C:26](=[O:34])[O:25][C:21]([CH3:23])([CH3:22])[CH3:24])[CH2:33][CH2:32]1, predict the reactants needed to synthesize it. The reactants are: Br[CH2:2][CH2:3][N:4]1[C:12]([O:13][CH3:14])=[N:11][C:10]2[C:5]1=[N:6][C:7]([O:16][CH2:17][CH2:18][CH2:19][CH3:20])=[N:8][C:9]=2[NH2:15].[C:21]([O:25][C:26](=[O:34])[NH:27][CH:28]1[CH2:33][CH2:32][NH:31][CH2:30][CH2:29]1)([CH3:24])([CH3:23])[CH3:22]. (5) Given the product [CH3:12][O:13][C:14]([C:15]1[CH:16]=[N:9][C:2]([C:3]2[CH:4]=[N:5][CH:6]=[CH:7][CH:8]=2)=[N:10][CH:18]=1)=[O:23], predict the reactants needed to synthesize it. The reactants are: Cl.[C:2]([NH2:10])(=[NH:9])[C:3]1[CH:8]=[CH:7][CH:6]=[N:5][CH:4]=1.[Na].[CH3:12][O:13][C:14](=[O:23])[C:15]([CH:18](OC)OC)=[CH:16]O.O. (6) Given the product [CH:9]([O-:18])=[O:10].[F:1][C:2]1([F:19])[CH2:7][CH2:6][CH2:5][CH:4]([NH3+:8])[CH2:3]1, predict the reactants needed to synthesize it. The reactants are: [F:1][C:2]1([F:19])[CH2:7][CH2:6][CH2:5][CH:4]([NH:8][C:9](=[O:18])[O:10]CC2C=CC=CC=2)[CH2:3]1. (7) Given the product [CH:1]1[C:13]2[CH:12]([CH2:14][O:15][C:16]([N:18]3[CH2:23][C@@H:22]([C:24](=[O:47])[NH:25][CH2:26][C:27]4([CH2:41][CH2:42][CH2:43][CH2:44][O:45][CH3:46])[C:40]5[CH:39]=[CH:38][CH:37]=[CH:36][C:35]=5[O:34][C:33]5[C:28]4=[CH:29][CH:30]=[CH:31][CH:32]=5)[CH2:21][C@@H:20]([NH:48][S:57]([C:54]4[CH:53]=[CH:52][C:51]([C:49]#[N:50])=[CH:56][CH:55]=4)(=[O:59])=[O:58])[CH2:19]3)=[O:17])[C:11]3[C:6](=[CH:7][CH:8]=[CH:9][CH:10]=3)[C:5]=2[CH:4]=[CH:3][CH:2]=1, predict the reactants needed to synthesize it. The reactants are: [CH:1]1[C:13]2[CH:12]([CH2:14][O:15][C:16]([N:18]3[CH2:23][C@@H:22]([C:24](=[O:47])[NH:25][CH2:26][C:27]4([CH2:41][CH2:42][CH2:43][CH2:44][O:45][CH3:46])[C:40]5[CH:39]=[CH:38][CH:37]=[CH:36][C:35]=5[O:34][C:33]5[C:28]4=[CH:29][CH:30]=[CH:31][CH:32]=5)[CH2:21][C@@H:20]([NH2:48])[CH2:19]3)=[O:17])[C:11]3[C:6](=[CH:7][CH:8]=[CH:9][CH:10]=3)[C:5]=2[CH:4]=[CH:3][CH:2]=1.[C:49]([C:51]1[CH:56]=[CH:55][C:54]([S:57](Cl)(=[O:59])=[O:58])=[CH:53][CH:52]=1)#[N:50]. (8) Given the product [CH3:46][N:37]([CH3:36])[C:38]([C:39]1[CH:40]=[C:34]2[C:35](=[CH:53][CH:55]=1)[CH2:30][CH:31]([NH:27][C:6](=[O:7])[O:5][C:1]([CH3:2])([CH3:3])[CH3:4])[CH2:32][CH2:33]2)=[O:25], predict the reactants needed to synthesize it. The reactants are: [C:1]([O:5][C:6](C1CCC2C=C(C(O)=O)C=CC=2C1)=[O:7])([CH3:4])([CH3:3])[CH3:2].Cl.CNC.[OH2:25].O[N:27]1[C:31]2[CH:32]=[CH:33][CH:34]=[CH:35][C:30]=2N=N1.[CH3:36][N:37]([CH3:46])[CH2:38][CH2:39][CH2:40]N=C=NCC.C(N([CH:53]([CH3:55])C)CC)(C)C. (9) Given the product [F:1][C:2]1[CH:7]=[CH:6][C:5]([C:8]2([CH2:14][CH2:15][NH2:16])[CH2:13][CH2:12][O:11][CH2:10][CH2:9]2)=[CH:4][CH:3]=1, predict the reactants needed to synthesize it. The reactants are: [F:1][C:2]1[CH:7]=[CH:6][C:5]([C:8]2([CH2:14][C:15]#[N:16])[CH2:13][CH2:12][O:11][CH2:10][CH2:9]2)=[CH:4][CH:3]=1.[H-].[H-].[H-].[H-].[Li+].[Al+3].